This data is from Full USPTO retrosynthesis dataset with 1.9M reactions from patents (1976-2016). The task is: Predict the reactants needed to synthesize the given product. (1) Given the product [Br-:11].[F:1][C:2]1[CH:3]=[CH:4][C:5]([SH:10])=[C:6]([CH:7]=1)[CH2:8][P+:18]([C:19]1[CH:20]=[CH:21][CH:22]=[CH:23][CH:24]=1)([C:25]1[CH:30]=[CH:29][CH:28]=[CH:27][CH:26]=1)[C:12]1[CH:13]=[CH:14][CH:15]=[CH:16][CH:17]=1, predict the reactants needed to synthesize it. The reactants are: [F:1][C:2]1[CH:3]=[CH:4][C:5]([SH:10])=[C:6]([CH2:8]O)[CH:7]=1.[BrH:11].[C:12]1([P:18]([C:25]2[CH:30]=[CH:29][CH:28]=[CH:27][CH:26]=2)[C:19]2[CH:24]=[CH:23][CH:22]=[CH:21][CH:20]=2)[CH:17]=[CH:16][CH:15]=[CH:14][CH:13]=1. (2) Given the product [O:26]=[C:17]1[C:18]2[C:23](=[CH:22][CH:21]=[CH:20][CH:19]=2)[C:24](=[O:25])[N:16]1[CH2:15][CH2:14][CH2:13][CH:12]=[O:11], predict the reactants needed to synthesize it. The reactants are: CS(C)=O.C(Cl)(=O)C(Cl)=O.[OH:11][CH2:12][CH2:13][CH2:14][CH2:15][N:16]1[C:24](=[O:25])[C:23]2[C:18](=[CH:19][CH:20]=[CH:21][CH:22]=2)[C:17]1=[O:26].C(N(CC)CC)C.[Cl-].[Na+].